Predict the reactants needed to synthesize the given product. From a dataset of Full USPTO retrosynthesis dataset with 1.9M reactions from patents (1976-2016). (1) Given the product [OH:13][N:12]=[C:7]([NH2:8])[C:6]1[CH:9]=[CH:10][C:3]([CH2:2][OH:1])=[CH:4][CH:5]=1, predict the reactants needed to synthesize it. The reactants are: [OH:1][CH2:2][C:3]1[CH:10]=[CH:9][C:6]([C:7]#[N:8])=[CH:5][CH:4]=1.Cl.[NH2:12][OH:13].C([O-])(O)=O.[Na+]. (2) Given the product [C:19]1([CH3:29])[CH:24]=[CH:23][C:22]([S:25]([N:1]2[C:10]3[C:5](=[CH:6][CH:7]=[CH:8][CH:9]=3)[C:4](=[O:11])[CH2:3][CH2:2]2)(=[O:27])=[O:26])=[CH:21][CH:20]=1, predict the reactants needed to synthesize it. The reactants are: [NH:1]1[C:10]2[C:5](=[CH:6][CH:7]=[CH:8][CH:9]=2)[C:4](=[O:11])[CH2:3][CH2:2]1.C(N(CC)CC)C.[C:19]1([CH3:29])[CH:24]=[CH:23][C:22]([S:25](Cl)(=[O:27])=[O:26])=[CH:21][CH:20]=1.